Task: Predict which catalyst facilitates the given reaction.. Dataset: Catalyst prediction with 721,799 reactions and 888 catalyst types from USPTO (1) Reactant: Br[C:2]1[C:3]([F:27])=[CH:4][C:5]2[O:11][CH2:10][CH2:9][N:8]3[C:12]([C:18]4[NH:22][N:21]=[C:20]([CH:23]5[CH2:25][CH2:24]5)[N:19]=4)=[C:13]([C:15]([NH2:17])=[O:16])[N:14]=[C:7]3[C:6]=2[CH:26]=1.[CH3:28][C:29]([OH:34])([C:32]#[CH:33])[CH2:30][OH:31].C(NC(C)C)(C)C. Product: [CH:23]1([C:20]2[N:19]=[C:18]([C:12]3[N:8]4[CH2:9][CH2:10][O:11][C:5]5[CH:4]=[C:3]([F:27])[C:2]([C:33]#[C:32][C:29]([OH:34])([CH3:28])[CH2:30][OH:31])=[CH:26][C:6]=5[C:7]4=[N:14][C:13]=3[C:15]([NH2:17])=[O:16])[NH:22][N:21]=2)[CH2:25][CH2:24]1. The catalyst class is: 3. (2) Product: [CH:1]1[C:13]2[CH:12]([CH2:14][O:15][C:16]([NH:18][C@:19]34[CH2:55][CH2:54][C@@H:53]([CH:56]([CH3:60])[C:57]([O:59][CH3:65])=[O:58])[C@@H:20]3[C@@H:21]3[C@@:34]([CH3:37])([CH2:35][CH2:36]4)[C@@:33]4([CH3:38])[C@@H:24]([C@:25]5([CH3:52])[C@@H:30]([CH2:31][CH2:32]4)[C:29]([CH3:40])([CH3:39])[C:28]([C:41]4[CH:46]=[CH:45][C:44]([C:47]([O:49][CH3:50])=[O:48])=[C:43]([F:51])[CH:42]=4)=[CH:27][CH2:26]5)[CH2:23][CH2:22]3)=[O:17])[C:11]3[C:6](=[CH:7][CH:8]=[CH:9][CH:10]=3)[C:5]=2[CH:4]=[CH:3][CH:2]=1. Reactant: [CH:1]1[C:13]2[CH:12]([CH2:14][O:15][C:16]([NH:18][C@:19]34[CH2:55][CH2:54][C@@H:53]([CH:56]([CH3:60])[C:57]([OH:59])=[O:58])[C@@H:20]3[C@@H:21]3[C@@:34]([CH3:37])([CH2:35][CH2:36]4)[C@@:33]4([CH3:38])[C@@H:24]([C@:25]5([CH3:52])[C@@H:30]([CH2:31][CH2:32]4)[C:29]([CH3:40])([CH3:39])[C:28]([C:41]4[CH:46]=[CH:45][C:44]([C:47]([O:49][CH3:50])=[O:48])=[C:43]([F:51])[CH:42]=4)=[CH:27][CH2:26]5)[CH2:23][CH2:22]3)=[O:17])[C:11]3[C:6](=[CH:7][CH:8]=[CH:9][CH:10]=3)[C:5]=2[CH:4]=[CH:3][CH:2]=1.S(Cl)(Cl)=O.[CH3:65]O. The catalyst class is: 4. (3) Reactant: [P:1]([OH:5])([O-:4])([O-:3])=[O:2].[Na+].[Na+].P(=O)(O)(O)O.[O-:13][P:14]([O:17][P:18]([O-:21])([O-:20])=[O:19])(=[O:16])[O-:15].[K+].[K+].[K+].[K+].OP([O-])(O)=O.[K+].[Na].[O-]P1(OP([O-])(=O)OP([O-])(=O)OP([O-])(=O)OP([O-])(=O)OP([O-])(=O)O1)=O.[Na+].[Na+].[Na+].[Na+].[Na+].[Na+].[O-]P(=O)=O.[Na+]. Product: [P:1]([O-:5])([O-:4])([O-:3])=[O:2].[O-:15][P:14]([O:17][P:18]([O-:21])([O-:20])=[O:19])(=[O:13])[O-:16]. The catalyst class is: 6. (4) Reactant: C(O)(=O)C.O.C[O:7][CH:8](OC)[C:9]1[C:10]([F:18])=[C:11]([OH:17])[CH:12]=[C:13]([O:15][CH3:16])[CH:14]=1.C(=O)([O-])O.[Na+]. Product: [F:18][C:10]1[C:11]([OH:17])=[CH:12][C:13]([O:15][CH3:16])=[CH:14][C:9]=1[CH:8]=[O:7]. The catalyst class is: 13. (5) Reactant: C(NC(C)C)(C)C.C([Li])CCC.[Cl:13][C:14]1[CH:15]=[N:16][CH:17]=[C:18]([Cl:21])[C:19]=1[CH3:20].[CH:22]1([O:27][C:28]2[CH:29]=[C:30]([C:33]([F:38])=[CH:34][C:35]=2[O:36][CH3:37])[CH:31]=[O:32])[CH2:26][CH2:25][CH2:24][CH2:23]1.[Cl-].[NH4+]. Product: [Cl:13][C:14]1[CH:15]=[N:16][CH:17]=[C:18]([Cl:21])[C:19]=1[CH2:20][CH:31]([C:30]1[C:33]([F:38])=[CH:34][C:35]([O:36][CH3:37])=[C:28]([O:27][CH:22]2[CH2:26][CH2:25][CH2:24][CH2:23]2)[CH:29]=1)[OH:32]. The catalyst class is: 7. (6) Reactant: Cl.[CH3:2][O:3][CH2:4][CH2:5][O:6][C:7]1[CH:12]=[CH:11][C:10](/[CH:13]=[CH:14]/[C:15]([NH:17][S:18]([CH2:21][CH2:22][CH2:23][CH2:24][CH3:25])(=[O:20])=[O:19])=[O:16])=[C:9]([O:26][CH:27]2[CH2:32][CH2:31][NH:30][CH2:29][CH2:28]2)[CH:8]=1.[C:33](Cl)(=[O:40])[C:34]1[CH:39]=[CH:38][CH:37]=[CH:36][CH:35]=1.C(N(CC)CC)C. Product: [C:33]([N:30]1[CH2:29][CH2:28][CH:27]([O:26][C:9]2[CH:8]=[C:7]([O:6][CH2:5][CH2:4][O:3][CH3:2])[CH:12]=[CH:11][C:10]=2/[CH:13]=[CH:14]/[C:15]([NH:17][S:18]([CH2:21][CH2:22][CH2:23][CH2:24][CH3:25])(=[O:19])=[O:20])=[O:16])[CH2:32][CH2:31]1)(=[O:40])[C:34]1[CH:39]=[CH:38][CH:37]=[CH:36][CH:35]=1. The catalyst class is: 17.